This data is from Catalyst prediction with 721,799 reactions and 888 catalyst types from USPTO. The task is: Predict which catalyst facilitates the given reaction. (1) Reactant: [CH:1]1([C:4]2(O)[C:14]3[C:9](=[N:10][CH:11]=[CH:12][CH:13]=3)[O:8][C:7]3[CH:15]=[CH:16][CH:17]=[CH:18][C:6]=3[CH2:5]2)[CH2:3][CH2:2]1.C(O)(=O)C.[BrH:24]. Product: [Br:24][CH2:3][CH2:2][CH:1]=[C:4]1[C:14]2[C:9](=[N:10][CH:11]=[CH:12][CH:13]=2)[O:8][C:7]2[CH:15]=[CH:16][CH:17]=[CH:18][C:6]=2[CH2:5]1. The catalyst class is: 6. (2) Reactant: [CH2:1]([N:4]([C:21](=[O:30])[C:22]1[C:27]([F:28])=[CH:26][CH:25]=[CH:24][C:23]=1[F:29])[C:5]([N:7]([C:9]1[CH:14]=[CH:13][C:12]([S:15][C:16]([F:19])([F:18])[F:17])=[CH:11][C:10]=1[F:20])[CH3:8])=[O:6])[CH:2]=[CH2:3].ClC1C=CC=C(C(OO)=[O:39])C=1.C(OC)(C)(C)C. Product: [CH2:1]([N:4]([C:21](=[O:30])[C:22]1[C:27]([F:28])=[CH:26][CH:25]=[CH:24][C:23]=1[F:29])[C:5]([N:7]([C:9]1[CH:14]=[CH:13][C:12]([S:15]([C:16]([F:17])([F:18])[F:19])=[O:39])=[CH:11][C:10]=1[F:20])[CH3:8])=[O:6])[CH:2]=[CH2:3]. The catalyst class is: 22. (3) Reactant: [NH2:1][C:2]1[C:3]([C:33](OCC)=[O:34])=[N:4][C:5]([NH:17][C:18]2[CH:23]=[CH:22][CH:21]=[C:20]([CH2:24][O:25][Si](C(C)(C)C)(C)C)[CH:19]=2)=[N:6][C:7]=1[NH:8][C:9]1[CH:14]=[CH:13][CH:12]=[CH:11][C:10]=1[O:15][CH3:16].NC1C(C(OCC)=O)=NC(NC2C=CC=C(CO)C=2)=NC=1NC1C=CC=C[C:47]=1[O:52]C.[Si](Cl)(C(C)(C)C)(C)C.[NH:76]1C=CN=C1. Product: [OH:25][CH2:24][C:20]1[CH:19]=[C:18]([NH:17][C:5]2[N:6]=[C:7]3[C:2]([NH:1][C:47](=[O:52])[N:8]3[C:9]3[CH:14]=[CH:13][CH:12]=[CH:11][C:10]=3[O:15][CH3:16])=[C:3]([C:33]([NH2:76])=[O:34])[N:4]=2)[CH:23]=[CH:22][CH:21]=1. The catalyst class is: 2. (4) Reactant: Cl.[Cl:2][C:3]1[CH:4]=[C:5]([NH:9][NH2:10])[CH:6]=[CH:7][CH:8]=1.[Si:11]([O:28][CH2:29][CH2:30][CH:31]=O)([C:24]([CH3:27])([CH3:26])[CH3:25])([C:18]1[CH:23]=[CH:22][CH:21]=[CH:20][CH:19]=1)[C:12]1[CH:17]=[CH:16][CH:15]=[CH:14][CH:13]=1. Product: [Si:11]([O:28][CH2:29][CH2:30]/[CH:31]=[N:10]/[NH:9][C:5]1[CH:6]=[CH:7][CH:8]=[C:3]([Cl:2])[CH:4]=1)([C:24]([CH3:25])([CH3:26])[CH3:27])([C:18]1[CH:19]=[CH:20][CH:21]=[CH:22][CH:23]=1)[C:12]1[CH:17]=[CH:16][CH:15]=[CH:14][CH:13]=1. The catalyst class is: 11. (5) Reactant: [N+:1]([C:4]1[S:5][CH:6]=[CH:7][C:8]=1[CH:9]=[O:10])([O-:3])=[O:2].[CH2:11](O)[CH2:12][OH:13].O.C1(C)C=CC(S(O)(=O)=O)=CC=1.C(=O)(O)[O-].[Na+]. The catalyst class is: 11. Product: [N+:1]([C:4]1[S:5][CH:6]=[CH:7][C:8]=1[CH:9]1[O:13][CH2:12][CH2:11][O:10]1)([O-:3])=[O:2]. (6) Reactant: [Br:1][C:2]1[CH:7]=[CH:6][C:5]([N:8]2[C:19]3[C:11](=[CH:12][C:13]4[S:17][CH:16]=[N:15][C:14]=4[C:18]=3[F:20])[NH:10][C:9]2=[O:21])=[C:4]([Cl:22])[CH:3]=1.C(N(CC)CC)C.[CH:30]1([S:33](Cl)(=[O:35])=[O:34])[CH2:32][CH2:31]1. Product: [Br:1][C:2]1[CH:7]=[CH:6][C:5]([N:8]2[C:19]3[C:11](=[CH:12][C:13]4[S:17][CH:16]=[N:15][C:14]=4[C:18]=3[F:20])[N:10]([S:33]([CH:30]3[CH2:32][CH2:31]3)(=[O:35])=[O:34])[C:9]2=[O:21])=[C:4]([Cl:22])[CH:3]=1. The catalyst class is: 64.